From a dataset of TCR-epitope binding with 47,182 pairs between 192 epitopes and 23,139 TCRs. Binary Classification. Given a T-cell receptor sequence (or CDR3 region) and an epitope sequence, predict whether binding occurs between them. The epitope is TLVPQEHYV. The TCR CDR3 sequence is CASSQEPAHSYNEQFF. Result: 0 (the TCR does not bind to the epitope).